Task: Predict the reactants needed to synthesize the given product.. Dataset: Full USPTO retrosynthesis dataset with 1.9M reactions from patents (1976-2016) Given the product [F:30][C:26]1([F:29])[CH2:25][CH2:24][CH:23]([O:22][C:20](=[O:21])[NH:19][C:16]2[CH:17]=[CH:18][C:13]([CH:10]3[CH2:11][CH2:12][NH:8][CH2:9]3)=[CH:14][CH:15]=2)[CH2:28][CH2:27]1, predict the reactants needed to synthesize it. The reactants are: C(OC([N:8]1[CH2:12][CH2:11][CH:10]([C:13]2[CH:18]=[CH:17][C:16]([NH:19][C:20]([O:22][CH:23]3[CH2:28][CH2:27][C:26]([F:30])([F:29])[CH2:25][CH2:24]3)=[O:21])=[CH:15][CH:14]=2)[CH2:9]1)=O)(C)(C)C.Cl.[OH-].[Na+].